Dataset: Catalyst prediction with 721,799 reactions and 888 catalyst types from USPTO. Task: Predict which catalyst facilitates the given reaction. (1) Reactant: [F:1][C:2]1[CH:7]=[C:6]([F:8])[CH:5]=[CH:4][C:3]=1[S:9]([NH:12][C:13]1[C:14]([O:28][CH3:29])=[N:15][CH:16]=[C:17](B2OC(C)(C)C(C)(C)O2)[CH:18]=1)(=[O:11])=[O:10].Br[C:31]1[CH:39]=[C:38]2[C:34]([CH:35]=[N:36][N:37]2[S:40]([C:43]2[CH:48]=[CH:47][C:46]([CH3:49])=[CH:45][CH:44]=2)(=[O:42])=[O:41])=[C:33]([NH:50][C:51]([C:53]2[N:54]=[C:55]([CH2:58][N:59]3[CH2:64][C@H:63]([CH3:65])[O:62][C@H:61]([CH3:66])[CH2:60]3)[S:56][CH:57]=2)=[O:52])[CH:32]=1.C(=O)([O-])[O-].[Na+].[Na+].O1CCOCC1. Product: [F:1][C:2]1[CH:7]=[C:6]([F:8])[CH:5]=[CH:4][C:3]=1[S:9]([NH:12][C:13]1[CH:18]=[C:17]([C:31]2[CH:39]=[C:38]3[C:34]([CH:35]=[N:36][N:37]3[S:40]([C:43]3[CH:48]=[CH:47][C:46]([CH3:49])=[CH:45][CH:44]=3)(=[O:42])=[O:41])=[C:33]([NH:50][C:51]([C:53]3[N:54]=[C:55]([CH2:58][N:59]4[CH2:64][C@H:63]([CH3:65])[O:62][C@H:61]([CH3:66])[CH2:60]4)[S:56][CH:57]=3)=[O:52])[CH:32]=2)[CH:16]=[N:15][C:14]=1[O:28][CH3:29])(=[O:10])=[O:11]. The catalyst class is: 263. (2) Reactant: CO.CN.[C:5]([C:9]1[O:13][C:12]([CH2:14][N:15]2C(=O)C3=CC=CC=C3C2=O)=[CH:11][CH:10]=1)([CH3:8])([CH3:7])[CH3:6]. Product: [C:5]([C:9]1[O:13][C:12]([CH2:14][NH2:15])=[CH:11][CH:10]=1)([CH3:8])([CH3:6])[CH3:7]. The catalyst class is: 138. (3) Reactant: [Cl:1]OC(C)(C)C.[Cl-:7].[NH2:8][C:9]([CH3:19])([CH3:18])[CH2:10][N+:11]1([CH3:17])[CH2:16][CH2:15][O:14][CH2:13][CH2:12]1. Product: [Cl-:1].[Cl:7][N:8]([Cl:1])[C:9]([CH3:19])([CH3:18])[CH2:10][N+:11]1([CH3:17])[CH2:12][CH2:13][O:14][CH2:15][CH2:16]1. The catalyst class is: 5. (4) The catalyst class is: 736. Product: [Br:1][C:2]1[CH:7]=[C:6]2[C:5](=[CH:4][C:3]=1[O:22][CH3:23])[NH:8][C:9]([C:16]1[CH:17]=[CH:18][CH:19]=[CH:20][CH:21]=1)=[CH:10][C:11]2=[O:13]. Reactant: [Br:1][C:2]1[CH:7]=[CH:6][C:5]([NH:8]/[C:9](/[C:16]2[CH:21]=[CH:20][CH:19]=[CH:18][CH:17]=2)=[CH:10]\[C:11]([O:13]CC)=O)=[CH:4][C:3]=1[O:22][CH3:23]. (5) Reactant: C(O)(=O)C.O.[I:6][C:7]1[CH:12]=[CH:11][C:10]([NH:13][CH3:14])=[C:9]([N+:15]([O-])=O)[CH:8]=1. Product: [I:6][C:7]1[CH:8]=[C:9]([NH2:15])[C:10]([NH:13][CH3:14])=[CH:11][CH:12]=1. The catalyst class is: 679.